From a dataset of Full USPTO retrosynthesis dataset with 1.9M reactions from patents (1976-2016). Predict the reactants needed to synthesize the given product. (1) Given the product [CH:29]1([O:28][C:10]2[C:11]([O:26][CH3:27])=[CH:12][CH:13]=[C:14]3[C:9]=2[N:8]=[C:7]([NH:37][CH3:36])[CH:16]=[C:15]3[NH:17][C:18]2[C:19]([Cl:25])=[CH:20][N:21]=[CH:22][C:23]=2[Cl:24])[CH2:30][CH2:31][CH2:32][CH2:33]1, predict the reactants needed to synthesize it. The reactants are: FC(F)(F)S(O[C:7]1[CH:16]=[C:15]([NH:17][C:18]2[C:23]([Cl:24])=[CH:22][N:21]=[CH:20][C:19]=2[Cl:25])[C:14]2[C:9](=[C:10]([O:28][CH:29]3[CH2:33][CH2:32][CH2:31][CH2:30]3)[C:11]([O:26][CH3:27])=[CH:12][CH:13]=2)[N:8]=1)(=O)=O.[CH3:36][NH2:37]. (2) The reactants are: [CH2:1]([O:8][CH:9]1[CH:14]([O:15]C(=O)C)[CH:13]([O:19][CH2:20][C:21]2[CH:26]=[CH:25][CH:24]=[CH:23][CH:22]=2)[CH:12]([O:27][CH2:28][C:29]2[CH:34]=[CH:33][CH:32]=[CH:31][CH:30]=2)[CH:11]([CH2:35][O:36][CH2:37][C:38]2[CH:43]=[CH:42][CH:41]=[CH:40][CH:39]=2)[O:10]1)[C:2]1[CH:7]=[CH:6][CH:5]=[CH:4][CH:3]=1.C([O-])([O-])=O.[K+].[K+].C(OCC)(=O)C. Given the product [CH2:1]([O:8][CH:9]1[CH:14]([OH:15])[CH:13]([O:19][CH2:20][C:21]2[CH:26]=[CH:25][CH:24]=[CH:23][CH:22]=2)[CH:12]([O:27][CH2:28][C:29]2[CH:30]=[CH:31][CH:32]=[CH:33][CH:34]=2)[CH:11]([CH2:35][O:36][CH2:37][C:38]2[CH:39]=[CH:40][CH:41]=[CH:42][CH:43]=2)[O:10]1)[C:2]1[CH:3]=[CH:4][CH:5]=[CH:6][CH:7]=1, predict the reactants needed to synthesize it. (3) The reactants are: [S:1]1[CH2:5][CH2:4][CH2:3][CH2:2]1.[CH3:6][O:7][S:8]([C:11]([F:14])([F:13])[F:12])(=[O:10])=[O:9]. Given the product [OH:10][S:8]([C:11]([F:14])([F:13])[F:12])(=[O:9])=[O:7].[CH3:6][CH:2]1[CH2:3][CH2:4][CH2:5][S:1]1, predict the reactants needed to synthesize it. (4) Given the product [C:30]1([N:11]([CH:12]2[CH2:13][CH2:14][N:15]([C@@H:18]3[CH2:23][CH2:22][CH2:21][CH2:20][C@@H:19]3[C:24]3[CH:25]=[CH:26][CH:27]=[CH:28][CH:29]=3)[CH2:16][CH2:17]2)[S:8]([C:5]2[CH:6]=[CH:7][C:2]([NH:1][C:36](=[O:38])[CH3:37])=[CH:3][CH:4]=2)(=[O:10])=[O:9])[CH:31]=[CH:32][CH:33]=[CH:34][CH:35]=1, predict the reactants needed to synthesize it. The reactants are: [NH2:1][C:2]1[CH:7]=[CH:6][C:5]([S:8]([N:11]([C:30]2[CH:35]=[CH:34][CH:33]=[CH:32][CH:31]=2)[CH:12]2[CH2:17][CH2:16][N:15]([C@@H:18]3[CH2:23][CH2:22][CH2:21][CH2:20][C@@H:19]3[C:24]3[CH:29]=[CH:28][CH:27]=[CH:26][CH:25]=3)[CH2:14][CH2:13]2)(=[O:10])=[O:9])=[CH:4][CH:3]=1.[C:36](OC(=O)C)(=[O:38])[CH3:37]. (5) Given the product [ClH:1].[Cl:1][C:2]1[C:7]([CH3:8])=[N+:6]([O-:15])[C:5]([NH2:9])=[CH:4][CH:3]=1, predict the reactants needed to synthesize it. The reactants are: [Cl:1][C:2]1[CH:3]=[CH:4][C:5]([NH2:9])=[N:6][C:7]=1[CH3:8].ClC1C=C(C=CC=1)C(OO)=[O:15].OS([O-])=O.[Na+]. (6) Given the product [CH3:1][O:2][C:3](=[O:16])[C:4]1[CH:9]=[CH:8][C:7]([C:10]([CH3:11])([CH3:12])[CH3:13])=[C:6]([OH:14])[CH:5]=1, predict the reactants needed to synthesize it. The reactants are: [CH3:1][O:2][C:3](=[O:16])[C:4]1[CH:9]=[CH:8][C:7]([C:10]([CH3:13])([CH3:12])[CH3:11])=[C:6]([O:14]C)[CH:5]=1.B(Br)(Br)Br. (7) The reactants are: [C:1]([C:5]1[CH:6]=[C:7]([NH:17][C:18](=[O:48])[NH:19][CH2:20][C:21]2[CH:47]=[CH:46][CH:45]=[CH:44][C:22]=2[CH2:23][O:24][C:25]2[CH:30]=[C:29]([CH3:31])[N:28]([C:32]3[CH:33]=[C:34]([CH:38]=[CH:39][C:40]=3[CH3:41])[C:35](O)=[O:36])[C:27](=[O:42])[C:26]=2[Cl:43])[N:8]([C:10]2[CH:15]=[CH:14][C:13]([OH:16])=[CH:12][CH:11]=2)[N:9]=1)([CH3:4])([CH3:3])[CH3:2].[NH2:49][CH2:50][C:51]([NH2:53])=[O:52].Cl.NCC(N)=O.[H-].[Na+].CCN=C=NCCCN(C)C. Given the product [C:1]([C:5]1[CH:6]=[C:7]([NH:17][C:18](=[O:48])[NH:19][CH2:20][C:21]2[CH:47]=[CH:46][CH:45]=[CH:44][C:22]=2[CH2:23][O:24][C:25]2[CH:30]=[C:29]([CH3:31])[N:28]([C:32]3[CH:33]=[C:34]([CH:38]=[CH:39][C:40]=3[CH3:41])[C:35]([NH:49][CH2:50][C:51](=[O:52])[NH2:53])=[O:36])[C:27](=[O:42])[C:26]=2[Cl:43])[N:8]([C:10]2[CH:11]=[CH:12][C:13]([OH:16])=[CH:14][CH:15]=2)[N:9]=1)([CH3:4])([CH3:2])[CH3:3], predict the reactants needed to synthesize it. (8) Given the product [O:3]=[C:4]([O-:16])[C@@H:5]([C@H:7]([C@@H:9]([C@@H:11]([C:13]([O-:15])=[O:14])[OH:12])[OH:10])[OH:8])[OH:6].[K+:17].[Na+:2], predict the reactants needed to synthesize it. The reactants are: [OH-].[Na+:2].[O:3]=[C:4]([OH:16])[C@@H:5]([C@H:7]([C@@H:9]([C@@H:11]([C:13]([O-:15])=[O:14])[OH:12])[OH:10])[OH:8])[OH:6].[K+:17]. (9) Given the product [Cl:15][C:16]1[CH:17]=[N:18][CH:19]=[C:20]([Cl:37])[C:21]=1[NH:22][C:23]1[C:32]2[C:27](=[C:28]([O:35][CH2:2][CH2:3][CH2:4][CH2:5][CH2:6][CH2:7][CH2:8][CH2:9][C:10]([OH:12])=[O:11])[C:29]([O:33][CH3:34])=[CH:30][CH:31]=2)[O:26][C:25](=[O:36])[CH:24]=1, predict the reactants needed to synthesize it. The reactants are: Br[CH2:2][CH2:3][CH2:4][CH2:5][CH2:6][CH2:7][CH2:8][CH2:9][C:10]([O:12]CC)=[O:11].[Cl:15][C:16]1[CH:17]=[N:18][CH:19]=[C:20]([Cl:37])[C:21]=1[NH:22][C:23]1[C:32]2[C:27](=[C:28]([OH:35])[C:29]([O:33][CH3:34])=[CH:30][CH:31]=2)[O:26][C:25](=[O:36])[CH:24]=1. (10) Given the product [Br:19][C:20]1[CH:25]=[CH:24][C:23]([S:26]([N:12]2[CH2:13][CH2:14][C:9]([NH:8][C:6]([O:5][C:2]([CH3:1])([CH3:3])[CH3:4])=[O:7])([C:15]([O:17][CH3:18])=[O:16])[CH2:10][CH2:11]2)(=[O:28])=[O:27])=[CH:22][CH:21]=1, predict the reactants needed to synthesize it. The reactants are: [CH3:1][C:2]([O:5][C:6]([NH:8][C:9]1([C:15]([O:17][CH3:18])=[O:16])[CH2:14][CH2:13][NH:12][CH2:11][CH2:10]1)=[O:7])([CH3:4])[CH3:3].[Br:19][C:20]1[CH:25]=[CH:24][C:23]([S:26](Cl)(=[O:28])=[O:27])=[CH:22][CH:21]=1.CCN(C(C)C)C(C)C.